Dataset: Forward reaction prediction with 1.9M reactions from USPTO patents (1976-2016). Task: Predict the product of the given reaction. (1) The product is: [CH2:1]([CH:3]([CH2:10][CH2:11][CH2:12][CH3:13])[CH2:4][Br:32])[CH3:2]. Given the reactants [CH2:1]([CH:3]([CH2:10][CH2:11][CH2:12][CH3:13])[CH2:4]C1SC=CC=1)[CH3:2].S1C=CC=C1.C([Li])CCC.CCCCCC.CC[Br:32], predict the reaction product. (2) Given the reactants Cl.[CH3:2][C:3]1[CH:4]=[C:5]([NH:20]C=O)[CH:6]=[CH:7][C:8]=1[O:9][C:10]1[CH:19]=[CH:18][C:13]2[N:14]([CH3:17])[CH:15]=[N:16][C:12]=2[CH:11]=1.C(=O)(O)[O-].[Na+], predict the reaction product. The product is: [CH3:2][C:3]1[CH:4]=[C:5]([NH2:20])[CH:6]=[CH:7][C:8]=1[O:9][C:10]1[CH:19]=[CH:18][C:13]2[N:14]([CH3:17])[CH:15]=[N:16][C:12]=2[CH:11]=1. (3) Given the reactants [F:1][C:2]1[CH:3]=[CH:4][C:5]([O:8][C:9]2[CH:15]=[CH:14][C:12]([NH2:13])=[CH:11][CH:10]=2)=[N:6][CH:7]=1.C1(P(C2C=CC=CC=2)C2C3OC4C(=CC=CC=4P(C4C=CC=CC=4)C4C=CC=CC=4)C(C)(C)C=3C=CC=2)C=CC=CC=1.C(=O)([O-])[O-].[Cs+].[Cs+].Br[C:65]1[CH:74]=[C:73]2[C:68]([C:69](=[O:88])[C:70]([C:83]([O:85][CH2:86][CH3:87])=[O:84])=[CH:71][N:72]2[CH2:75][C:76]2[CH:81]=[CH:80][C:79]([Cl:82])=[CH:78][CH:77]=2)=[CH:67][CH:66]=1.C(O)(=O)CC(CC(O)=O)(C(O)=O)O, predict the reaction product. The product is: [Cl:82][C:79]1[CH:78]=[CH:77][C:76]([CH2:75][N:72]2[C:73]3[C:68](=[CH:67][CH:66]=[C:65]([NH:13][C:12]4[CH:14]=[CH:15][C:9]([O:8][C:5]5[CH:4]=[CH:3][C:2]([F:1])=[CH:7][N:6]=5)=[CH:10][CH:11]=4)[CH:74]=3)[C:69](=[O:88])[C:70]([C:83]([O:85][CH2:86][CH3:87])=[O:84])=[CH:71]2)=[CH:81][CH:80]=1. (4) The product is: [NH:16]1[C:17]2=[N:18][CH:19]=[CH:20][CH:21]=[C:22]2[C:14]([CH2:9][C:10]([O:12][CH3:13])=[O:11])=[CH:15]1. Given the reactants C([SiH](CC)CC)C.O=[C:9]([C:14]1[C:22]2[C:17](=[N:18][CH:19]=[CH:20][CH:21]=2)[NH:16][CH:15]=1)[C:10]([O:12][CH3:13])=[O:11], predict the reaction product.